This data is from Catalyst prediction with 721,799 reactions and 888 catalyst types from USPTO. The task is: Predict which catalyst facilitates the given reaction. (1) Reactant: Br[C:2]1[N:3]=[C:4]([CH3:7])[S:5][CH:6]=1.[OH:8][C:9]1[CH:14]=[CH:13][C:12](B(O)O)=[CH:11][CH:10]=1. Product: [CH3:7][C:4]1[S:5][CH:6]=[C:2]([C:12]2[CH:13]=[CH:14][C:9]([OH:8])=[CH:10][CH:11]=2)[N:3]=1. The catalyst class is: 108. (2) Reactant: [CH2:1]([O:8][C:9]1[CH:10]=[C:11]([Br:19])[C:12]2[S:16][C:15]([NH2:17])=[N:14][C:13]=2[CH:18]=1)[C:2]1[CH:7]=[CH:6][CH:5]=[CH:4][CH:3]=1.[CH2:20]([N:22]=[C:23]=[O:24])[CH3:21]. Product: [CH2:1]([O:8][C:9]1[CH:10]=[C:11]([Br:19])[C:12]2[S:16][C:15]([NH:17][C:23]([NH:22][CH2:20][CH3:21])=[O:24])=[N:14][C:13]=2[CH:18]=1)[C:2]1[CH:3]=[CH:4][CH:5]=[CH:6][CH:7]=1. The catalyst class is: 12. (3) Reactant: Cl.[S:2]1[C:10]2[CH2:9][CH2:8][NH:7][CH2:6][C:5]=2[CH:4]=[CH:3]1.[C:11](=[O:14])([O-])[O-:12].[Na+].[Na+].C(O[C:21]1(Br)[CH:26]=[CH:25][CH:24]=[C:23]([CH3:27])[CH:22]1[Cl:28])(=O)C.Cl[CH:31](Cl)C. Product: [CH3:31][O:12][C:11]([C@@H:27]([N:7]1[CH2:6][C:5]2[CH:4]=[CH:3][S:2][C:10]=2[CH2:9][CH2:8]1)[C:23]1[CH:24]=[CH:25][CH:26]=[CH:21][C:22]=1[Cl:28])=[O:14]. The catalyst class is: 6. (4) Reactant: S(=O)(=O)(O)O.[BrH:6].[CH3:7][C:8]1[CH:13]=[C:12]([O:14][CH2:15][CH2:16][CH2:17][S:18]([CH3:21])(=[O:20])=[O:19])[CH:11]=[C:10]([CH3:22])[C:9]=1[C:23]1[CH:28]=[CH:27][CH:26]=[C:25]([CH2:29]O)[CH:24]=1. Product: [Br:6][CH2:29][C:25]1[CH:24]=[C:23]([C:9]2[C:8]([CH3:7])=[CH:13][C:12]([O:14][CH2:15][CH2:16][CH2:17][S:18]([CH3:21])(=[O:20])=[O:19])=[CH:11][C:10]=2[CH3:22])[CH:28]=[CH:27][CH:26]=1. The catalyst class is: 6. (5) Reactant: C(N1CCC(N2CCN(C)CC2)CC1)C1C=CC=CC=1.[C:21]1([CH:27]([C:32]2[CH:37]=[CH:36][CH:35]=[CH:34][CH:33]=2)[CH2:28][C:29](O)=[O:30])[CH:26]=[CH:25][CH:24]=[CH:23][CH:22]=1.C(Cl)CCl. The catalyst class is: 64. Product: [C:32]1([CH:27]([C:21]2[CH:22]=[CH:23][CH:24]=[CH:25][CH:26]=2)[CH2:28][CH:29]=[O:30])[CH:33]=[CH:34][CH:35]=[CH:36][CH:37]=1.